This data is from Forward reaction prediction with 1.9M reactions from USPTO patents (1976-2016). The task is: Predict the product of the given reaction. (1) Given the reactants [Br:1][C:2]1[CH:3]=[C:4]2[C:9](=[CH:10][CH:11]=1)[N:8]=[CH:7][C:6]([N+:12]([O-])=O)=[C:5]2[NH:15][C:16]1[CH:21]=[CH:20][C:19]([N:22]2[CH2:27][CH2:26][CH:25]([C:28]([O:30][CH3:31])=[O:29])[CH2:24][CH2:23]2)=[C:18]([C:32]([F:35])([F:34])[F:33])[CH:17]=1.O.O.[Sn](Cl)Cl.C([O-])(O)=O.[Na+], predict the reaction product. The product is: [NH2:12][C:6]1[CH:7]=[N:8][C:9]2[C:4]([C:5]=1[NH:15][C:16]1[CH:21]=[CH:20][C:19]([N:22]3[CH2:23][CH2:24][CH:25]([C:28]([O:30][CH3:31])=[O:29])[CH2:26][CH2:27]3)=[C:18]([C:32]([F:33])([F:35])[F:34])[CH:17]=1)=[CH:3][C:2]([Br:1])=[CH:11][CH:10]=2. (2) Given the reactants [F:1][CH:2]([F:14])[O:3][C:4]1[N:9]=[C:8]2[S:10][C:11]([NH2:13])=[N:12][C:7]2=[CH:6][CH:5]=1.[N:15]1([C:20](N2C=CN=C2)=[S:21])[CH:19]=[CH:18][N:17]=[CH:16]1, predict the reaction product. The product is: [F:14][CH:2]([F:1])[O:3][C:4]1[N:9]=[C:8]2[S:10][C:11]([NH:13][C:20]([N:15]3[CH:19]=[CH:18][N:17]=[CH:16]3)=[S:21])=[N:12][C:7]2=[CH:6][CH:5]=1. (3) Given the reactants [CH3:1][C:2]1[C:6]([CH2:7][N:8]2[CH:12]=[C:11]([N:13]3[C:17](=[O:18])[CH2:16][N:15]([CH2:19][C:20]4[CH:21]=[C:22]([CH:25]=[CH:26][CH:27]=4)[CH:23]=[O:24])[C:14]3=[O:28])[CH:10]=[N:9]2)=[C:5]([CH3:29])[O:4][N:3]=1, predict the reaction product. The product is: [CH3:1][C:2]1[C:6]([CH2:7][N:8]2[CH:12]=[C:11]([N:13]3[C:17](=[O:18])[CH2:16][N:15]([CH2:19][C:20]4[CH:27]=[CH:26][CH:25]=[C:22]([CH2:23][OH:24])[CH:21]=4)[C:14]3=[O:28])[CH:10]=[N:9]2)=[C:5]([CH3:29])[O:4][N:3]=1. (4) Given the reactants [H-].[Na+].[N:3]1[CH:8]=[CH:7][N:6]=[CH:5][C:4]=1[CH2:9][C:10]#[N:11].Br[CH2:13][CH2:14]Br, predict the reaction product. The product is: [N:3]1[CH:8]=[CH:7][N:6]=[CH:5][C:4]=1[C:9]1([C:10]#[N:11])[CH2:14][CH2:13]1. (5) Given the reactants F[C:2]1[CH:15]=[CH:14][C:5]([C:6]([C:8]2[CH:13]=[CH:12][CH:11]=[CH:10][CH:9]=2)=[O:7])=[CH:4][CH:3]=1.[NH:16]([CH2:20][CH2:21][OH:22])[CH2:17][CH2:18][OH:19], predict the reaction product. The product is: [OH:19][CH2:18][CH2:17][N:16]([CH2:20][CH2:21][OH:22])[C:2]1[CH:15]=[CH:14][C:5]([C:6]([C:8]2[CH:13]=[CH:12][CH:11]=[CH:10][CH:9]=2)=[O:7])=[CH:4][CH:3]=1. (6) Given the reactants [F:1][C:2]([F:17])([F:16])[C:3]1[CH:4]=[C:5]([CH:9]=[C:10]([C:12]([F:15])([F:14])[F:13])[CH:11]=1)[C:6](Cl)=[O:7].Cl.[Cl:19][C:20]1[CH:25]=[CH:24][C:23]([C@H:26]2[C@@H:31]([C:32]3[CH:37]=[CH:36][CH:35]=[CH:34][CH:33]=3)[CH2:30][CH2:29][NH:28][CH2:27]2)=[CH:22][CH:21]=1, predict the reaction product. The product is: [F:1][C:2]([F:17])([F:16])[C:3]1[CH:4]=[C:5]([C:6]([N:28]2[CH2:29][CH2:30][C@H:31]([C:32]3[CH:37]=[CH:36][CH:35]=[CH:34][CH:33]=3)[C@H:26]([C:23]3[CH:24]=[CH:25][C:20]([Cl:19])=[CH:21][CH:22]=3)[CH2:27]2)=[O:7])[CH:9]=[C:10]([C:12]([F:15])([F:14])[F:13])[CH:11]=1. (7) The product is: [CH3:15][N:11]([C:1](=[O:9])[C:2]1[CH:7]=[CH:6][CH:5]=[CH:4][CH:3]=1)[NH2:12]. Given the reactants [C:1]([OH:9])(=O)[C:2]1[CH:7]=[CH:6][CH:5]=[CH:4][CH:3]=1.O[N:11]1[C:15]2C=CC=CC=2N=[N:12]1.C(Cl)CCl.CNN, predict the reaction product. (8) Given the reactants [CH3:1][C:2]1[CH:7]=[CH:6][C:5]([NH:8][C:9](=[O:23])[C:10]2[CH:15]=[CH:14][C:13]([CH2:16][N:17]3[CH2:22][CH2:21][NH:20][CH2:19][CH2:18]3)=[CH:12][CH:11]=2)=[CH:4][C:3]=1[NH:24][C:25]1[N:30]=[C:29]([C:31]2[CH:32]=[N:33][CH:34]=[CH:35][CH:36]=2)[CH:28]=[CH:27][N:26]=1.[CH3:37][S:38]([OH:41])(=[O:40])=[O:39].C(OCC)(=O)C, predict the reaction product. The product is: [CH3:37][S:38]([OH:41])(=[O:40])=[O:39].[CH3:1][C:2]1[CH:7]=[CH:6][C:5]([NH:8][C:9](=[O:23])[C:10]2[CH:11]=[CH:12][C:13]([CH2:16][N:17]3[CH2:18][CH2:19][NH:20][CH2:21][CH2:22]3)=[CH:14][CH:15]=2)=[CH:4][C:3]=1[NH:24][C:25]1[N:30]=[C:29]([C:31]2[CH:32]=[N:33][CH:34]=[CH:35][CH:36]=2)[CH:28]=[CH:27][N:26]=1. (9) Given the reactants [Cl:1][C:2]1[CH:3]=[C:4]2[C:9](=[CH:10][C:11]=1[O:12][C:13]1[CH:21]=[CH:20][C:16]([C:17](O)=[O:18])=[CH:15][CH:14]=1)[O:8][CH2:7][CH2:6][CH:5]2[C:22]([O:24][CH2:25][CH3:26])=[O:23].[Cl:27][C:28]1[CH:29]=[C:30]([CH:33]=[CH:34][C:35]=1[Cl:36])[CH2:31][NH2:32].Cl.CN(C)CCCN=C=NCC.ON1C2N=CC=CC=2N=N1, predict the reaction product. The product is: [Cl:1][C:2]1[CH:3]=[C:4]2[C:9](=[CH:10][C:11]=1[O:12][C:13]1[CH:21]=[CH:20][C:16]([C:17](=[O:18])[NH:32][CH2:31][C:30]3[CH:33]=[CH:34][C:35]([Cl:36])=[C:28]([Cl:27])[CH:29]=3)=[CH:15][CH:14]=1)[O:8][CH2:7][CH2:6][CH:5]2[C:22]([O:24][CH2:25][CH3:26])=[O:23]. (10) Given the reactants Cl[CH2:2][C:3]([N:5]1[CH2:10][CH2:9][N:8]([C:11]2[CH:16]=[CH:15][C:14]([Cl:17])=[C:13]([O:18][CH3:19])[CH:12]=2)[CH2:7][CH2:6]1)=[O:4].[NH:20]1[CH2:24][CH2:23][NH:22][C:21]1=[O:25].C([O-])([O-])=O.[K+].[K+], predict the reaction product. The product is: [Cl:17][C:14]1[CH:15]=[CH:16][C:11]([N:8]2[CH2:9][CH2:10][N:5]([C:3](=[O:4])[CH2:2][N:20]3[CH2:24][CH2:23][NH:22][C:21]3=[O:25])[CH2:6][CH2:7]2)=[CH:12][C:13]=1[O:18][CH3:19].